This data is from Peptide-MHC class I binding affinity with 185,985 pairs from IEDB/IMGT. The task is: Regression. Given a peptide amino acid sequence and an MHC pseudo amino acid sequence, predict their binding affinity value. This is MHC class I binding data. The peptide sequence is IPYLRNYMV. The MHC is HLA-A68:02 with pseudo-sequence HLA-A68:02. The binding affinity (normalized) is 0.193.